The task is: Predict the reactants needed to synthesize the given product.. This data is from Full USPTO retrosynthesis dataset with 1.9M reactions from patents (1976-2016). (1) Given the product [Br:23][CH2:24][CH:25]([F:29])[CH2:26][CH2:27][N:13]1[C:14](=[O:16])[CH:15]=[C:10]([NH:9][C:7](=[O:8])[CH2:6][CH:1]2[CH2:5][CH2:4][CH2:3][CH2:2]2)[CH:11]=[N:12]1, predict the reactants needed to synthesize it. The reactants are: [CH:1]1([CH2:6][C:7]([NH:9][C:10]2[CH:11]=[N:12][NH:13][C:14](=[O:16])[CH:15]=2)=[O:8])[CH2:5][CH2:4][CH2:3][CH2:2]1.C(=O)([O-])[O-].[K+].[K+].[Br:23][CH2:24][CH:25]([F:29])[CH2:26][CH2:27]Br. (2) Given the product [C:1]1([S:7]([N:10]2[C:18]3[C:13](=[CH:14][C:15]([C@H:19]([NH:20][S@:21]([C:23]([CH3:24])([CH3:26])[CH3:25])=[O:22])[C:32]([F:35])([F:34])[F:33])=[CH:16][CH:17]=3)[CH:12]=[C:11]2[CH3:27])(=[O:9])=[O:8])[CH:2]=[CH:3][CH:4]=[CH:5][CH:6]=1, predict the reactants needed to synthesize it. The reactants are: [C:1]1([S:7]([N:10]2[C:18]3[C:13](=[CH:14][C:15]([CH:19]=[N:20][S@:21]([C:23]([CH3:26])([CH3:25])[CH3:24])=[O:22])=[CH:16][CH:17]=3)[CH:12]=[C:11]2[CH3:27])(=[O:9])=[O:8])[CH:6]=[CH:5][CH:4]=[CH:3][CH:2]=1.[Si]([C:32]([F:35])([F:34])[F:33])(C)(C)C. (3) Given the product [Cl:20][CH2:21][C:22]([NH:1][C@H:2]([C:5]1[CH:6]=[C:7]([F:12])[CH:8]=[C:9]([F:11])[CH:10]=1)[CH2:3][OH:4])=[O:23], predict the reactants needed to synthesize it. The reactants are: [NH2:1][C@H:2]([C:5]1[CH:10]=[C:9]([F:11])[CH:8]=[C:7]([F:12])[CH:6]=1)[CH2:3][OH:4].C(N(CC)CC)C.[Cl:20][CH2:21][C:22](Cl)=[O:23]. (4) The reactants are: [CH2:1]([O:8][C:9]([CH:11]1[CH2:15][O:14][C:13]([C:16]2[CH:21]=[CH:20][CH:19]=[CH:18][CH:17]=2)=[N:12]1)=[O:10])[C:2]1[CH:7]=[CH:6][CH:5]=[CH:4][CH:3]=1.Cl[CH2:23][C:24]1[CH:29]=[CH:28][N:27]=[CH:26][CH:25]=1.C(OC(C1COC(C2C=CC=CC=2)=N1)=O)(C)(C)C.ClCC1C=CC=CC=1. Given the product [CH2:1]([O:8][C:9]([C:11]1([CH2:23][C:24]2[CH:29]=[CH:28][N:27]=[CH:26][CH:25]=2)[CH2:15][O:14][C:13]([C:16]2[CH:21]=[CH:20][CH:19]=[CH:18][CH:17]=2)=[N:12]1)=[O:10])[C:2]1[CH:3]=[CH:4][CH:5]=[CH:6][CH:7]=1, predict the reactants needed to synthesize it. (5) Given the product [ClH:16].[CH3:1][C:2]1[N:7]=[C:6]([S:8][CH2:9][C:10]2[N:11]=[CH:12][S:13][CH:14]=2)[N:5]=[C:4]([OH:15])[CH:3]=1, predict the reactants needed to synthesize it. The reactants are: [CH3:1][C:2]1[N:7]=[C:6]([S:8][CH2:9][C:10]2[N:11]=[CH:12][S:13][CH:14]=2)[N:5]=[C:4]([OH:15])[CH:3]=1.[ClH:16].O1CCOCC1. (6) Given the product [N:1]1[CH:10]=[CH:9][CH:8]=[C:7]2[C:2]=1[C:3]1[N:14]3[O:15][CH2:16][CH2:17][CH2:18][C:13]3=[N:12][C:4]=1[C:5]([NH2:23])=[N:6]2, predict the reactants needed to synthesize it. The reactants are: [N:1]1[CH:10]=[CH:9][CH:8]=[C:7]2[C:2]=1[C:3]1[N:14]3[O:15][CH2:16][CH2:17][CH2:18][C:13]3=[N:12][C:4]=1[CH:5]=[N+:6]2[O-].ClC(Cl)(Cl)C([N:23]=C=O)=O.